This data is from Forward reaction prediction with 1.9M reactions from USPTO patents (1976-2016). The task is: Predict the product of the given reaction. (1) Given the reactants C([O:5][C:6]([N:8]1[C@@H:20]([C:21](O)=O)[CH2:19][C:18]2[C:17]3[C:12](=[CH:13][CH:14]=[CH:15][CH:16]=3)[N:11]([CH2:24][C:25]3[CH:30]=[CH:29][C:28]([F:31])=[CH:27][CH:26]=3)[C:10]=2[CH2:9]1)=[O:7])(C)(C)C.C(#N)C.N(CCCC(OC(C)(C)C)=O)=C=O, predict the reaction product. The product is: [F:31][C:28]1[CH:29]=[CH:30][C:25]([CH2:24][N:11]2[C:12]3[CH:13]=[CH:14][CH:15]=[CH:16][C:17]=3[C:18]3[CH2:19][C@@H:20]4[CH2:21][O:7][C:6](=[O:5])[N:8]4[CH2:9][C:10]2=3)=[CH:26][CH:27]=1. (2) Given the reactants [CH2:1]([O:8][C:9]1[CH:10]=[C:11]([CH:15]=[C:16]([O:18][C@@H:19]([CH3:23])[CH2:20][O:21][CH3:22])[CH:17]=1)[C:12](O)=O)[C:2]1[CH:7]=[CH:6][CH:5]=[CH:4][CH:3]=1.[NH2:24][C:25]1[C:30]([NH2:31])=[CH:29][CH:28]=[CH:27][N:26]=1.CCN=C=NCCCN(C)C.O, predict the reaction product. The product is: [CH2:1]([O:8][C:9]1[CH:10]=[C:11]([C:12]2[NH:24][C:25]3=[N:26][CH:27]=[CH:28][CH:29]=[C:30]3[N:31]=2)[CH:15]=[C:16]([O:18][C@@H:19]([CH3:23])[CH2:20][O:21][CH3:22])[CH:17]=1)[C:2]1[CH:7]=[CH:6][CH:5]=[CH:4][CH:3]=1. (3) Given the reactants [O:1]=[N+:2]=[O:3].[CH:4]1[CH:9]=[CH:8][CH:7]=[CH:6][CH:5]=1, predict the reaction product. The product is: [N+:2]([C:4]1[CH:9]=[CH:8][CH:7]=[CH:6][CH:5]=1)([O-:3])=[O:1]. (4) Given the reactants [CH2:1]([O:8][C:9]1[CH:16]=[CH:15][C:12]([CH:13]=O)=[C:11]([OH:17])[CH:10]=1)[C:2]1[CH:7]=[CH:6][CH:5]=[CH:4][CH:3]=1.[C:18]12([NH2:28])[CH2:27][CH:22]3[CH2:23][CH:24]([CH2:26][CH:20]([CH2:21]3)[CH2:19]1)[CH2:25]2, predict the reaction product. The product is: [C:18]12([NH:28][CH2:13][C:12]3[CH:15]=[CH:16][C:9]([O:8][CH2:1][C:2]4[CH:7]=[CH:6][CH:5]=[CH:4][CH:3]=4)=[CH:10][C:11]=3[OH:17])[CH2:25][CH:24]3[CH2:23][CH:22]([CH2:21][CH:20]([CH2:26]3)[CH2:19]1)[CH2:27]2. (5) Given the reactants [CH2:1]([N:8]1[CH2:13][CH2:12][C:11](=O)[CH2:10][CH2:9]1)[C:2]1[CH:7]=[CH:6][CH:5]=[CH:4][CH:3]=1.[CH3:15][C:16]1[CH:23]=[CH:22][C:19]([CH2:20][NH2:21])=[CH:18][CH:17]=1.[BH4-].[Na+], predict the reaction product. The product is: [CH3:15][C:16]1[CH:23]=[CH:22][C:19]([CH2:20][NH:21][CH:11]2[CH2:12][CH2:13][N:8]([CH2:1][C:2]3[CH:7]=[CH:6][CH:5]=[CH:4][CH:3]=3)[CH2:9][CH2:10]2)=[CH:18][CH:17]=1. (6) Given the reactants C(N1C=CN=C1)(N1C=CN=C1)=O.[C:13]([O:17][C:18]([N:20]1[CH2:25][CH2:24][C:23]2[S:26][C:27]([C:29]([OH:31])=O)=[CH:28][C:22]=2[CH2:21]1)=[O:19])([CH3:16])([CH3:15])[CH3:14].Cl.Cl.[N:34]1[CH:39]=[CH:38][C:37]([N:40]2[CH2:45][CH2:44][C:43]3([CH2:50][CH2:49][NH:48][CH2:47][CH2:46]3)[CH2:42][CH2:41]2)=[CH:36][CH:35]=1.C(N(CC)CC)C, predict the reaction product. The product is: [N:34]1[CH:35]=[CH:36][C:37]([N:40]2[CH2:45][CH2:44][C:43]3([CH2:46][CH2:47][N:48]([C:29]([C:27]4[S:26][C:23]5[CH2:24][CH2:25][N:20]([C:18]([O:17][C:13]([CH3:14])([CH3:15])[CH3:16])=[O:19])[CH2:21][C:22]=5[CH:28]=4)=[O:31])[CH2:49][CH2:50]3)[CH2:42][CH2:41]2)=[CH:38][CH:39]=1.